This data is from Forward reaction prediction with 1.9M reactions from USPTO patents (1976-2016). The task is: Predict the product of the given reaction. (1) Given the reactants Cl[C:2]1[NH:3][C:4](=[O:14])[C:5]2[C:10]([CH:11]=1)=[C:9]([O:12][CH3:13])[CH:8]=[CH:7][CH:6]=2.[C:15]([N:22]1[CH2:27][CH2:26][N:25]([C:28]2[N:33]=[CH:32][C:31](B3OC(C)(C)C(C)(C)O3)=[CH:30][N:29]=2)[CH2:24][CH2:23]1)([O:17][C:18]([CH3:21])([CH3:20])[CH3:19])=[O:16].C([O-])([O-])=O.[K+].[K+], predict the reaction product. The product is: [C:18]([O:17][C:15]([N:22]1[CH2:27][CH2:26][N:25]([C:28]2[N:29]=[CH:30][C:31]([C:2]3[NH:3][C:4](=[O:14])[C:5]4[C:10]([CH:11]=3)=[C:9]([O:12][CH3:13])[CH:8]=[CH:7][CH:6]=4)=[CH:32][N:33]=2)[CH2:24][CH2:23]1)=[O:16])([CH3:21])([CH3:19])[CH3:20]. (2) Given the reactants [CH3:1][C:2]1[CH:3]=[C:4]([NH:17][C:18]2[N:23]=[C:22]([C:24]([F:27])([F:26])[F:25])[CH:21]=[CH:20][N:19]=2)[CH:5]=[C:6](B2OC(C)(C)C(C)(C)O2)[CH:7]=1.C(=O)([O-])[O-].[Na+].[Na+].Br[C:35]1[CH:36]=[CH:37][C:38]([C:41]([CH:52]2[CH2:54][CH2:53]2)([CH:49]2[CH2:51][CH2:50]2)[NH:42][S@@:43]([C:45]([CH3:48])([CH3:47])[CH3:46])=[O:44])=[N:39][CH:40]=1, predict the reaction product. The product is: [CH:49]1([C:41]([CH:52]2[CH2:54][CH2:53]2)([C:38]2[CH:37]=[CH:36][C:35]([C:6]3[CH:5]=[C:4]([NH:17][C:18]4[N:23]=[C:22]([C:24]([F:25])([F:26])[F:27])[CH:21]=[CH:20][N:19]=4)[CH:3]=[C:2]([CH3:1])[CH:7]=3)=[CH:40][N:39]=2)[NH:42][S@@:43]([C:45]([CH3:47])([CH3:48])[CH3:46])=[O:44])[CH2:51][CH2:50]1. (3) Given the reactants CN(C=[N:5][S:6]([C:9]1[CH:14]=[CH:13][C:12]([C:15]2[C:19]([CH3:20])=[C:18]([C:21]3[CH:26]=[CH:25][C:24]([O:27][CH3:28])=[CH:23][CH:22]=3)[S:17][C:16]=2[C:29](N(OC)C)=[O:30])=[CH:11][CH:10]=1)(=[O:8])=[O:7])C.[CH2:35]1COC[CH2:36]1, predict the reaction product. The product is: [CH3:28][O:27][C:24]1[CH:23]=[CH:22][C:21]([C:18]2[S:17][C:16]([C:29](=[O:30])[CH2:35][CH3:36])=[C:15]([C:12]3[CH:13]=[CH:14][C:9]([S:6]([NH2:5])(=[O:8])=[O:7])=[CH:10][CH:11]=3)[C:19]=2[CH3:20])=[CH:26][CH:25]=1. (4) The product is: [F:14][C:13]([F:16])([F:15])[C:12]([N:6]1[CH2:5][CH2:4][C:3]2[C:8](=[CH:9][CH:10]=[CH:11][C:2]=2[CH2:34][CH2:33][CH2:32][C:31]([O:30][CH2:28][CH3:29])=[O:36])[CH2:7]1)=[O:17]. Given the reactants Br[C:2]1[CH:11]=[CH:10][CH:9]=[C:8]2[C:3]=1[CH2:4][CH2:5][N:6]([C:12](=[O:17])[C:13]([F:16])([F:15])[F:14])[CH2:7]2.C(Cl)Cl.C1C=CC=CC=1.[Br-].[CH2:28]([O:30][C:31](=[O:36])[CH2:32][CH2:33][CH2:34][Zn+])[CH3:29], predict the reaction product. (5) Given the reactants Cl[CH2:2][C:3]([NH:5][C:6]1[CH:14]=[N:13][CH:12]=[CH:11][C:7]=1[C:8]([NH2:10])=[O:9])=O.C([O-])([O-])=O.[Cs+].[Cs+].[CH:21]1[C:26]([OH:27])=[CH:25][CH:24]=[C:23]([CH3:28])[CH:22]=1, predict the reaction product. The product is: [C:23]1([CH3:28])[CH:22]=[CH:21][C:26]([O:27][CH2:2][C:3]2[NH:10][C:8](=[O:9])[C:7]3[CH:11]=[CH:12][N:13]=[CH:14][C:6]=3[N:5]=2)=[CH:25][CH:24]=1. (6) Given the reactants [NH2:1][C:2]1[CH:10]=[C:9]([CH3:11])[CH:8]=[CH:7][C:3]=1[C:4]([OH:6])=O.C1N=CN(C(N2C=NC=C2)=O)C=1.Cl.[NH2:25][CH:26]1[CH2:31][CH2:30][C:29](=[O:32])[NH:28][C:27]1=[O:33].C(=O)([O-])O.[Na+], predict the reaction product. The product is: [NH2:1][C:2]1[CH:10]=[C:9]([CH3:11])[CH:8]=[CH:7][C:3]=1[C:4]([NH:25][CH:26]1[CH2:31][CH2:30][C:29](=[O:32])[NH:28][C:27]1=[O:33])=[O:6].